Dataset: Reaction yield outcomes from USPTO patents with 853,638 reactions. Task: Predict the reaction yield, written as a fraction of the theoretical maximum amount of product (1.0 means a 100% yield; for example, 0.34 means a 34% yield). (1) The reactants are CC(C)=O.[CH2:5]([N:7]([CH2:44][CH3:45])[CH2:8][CH2:9][CH2:10][NH:11][C:12]1[N:13]=[C:14]([C:31]2[CH:32]=[C:33]([CH:40]=[CH:41][C:42]=2[CH3:43])[C:34]([NH:36][CH2:37][CH2:38][CH3:39])=[O:35])[C:15]2[CH2:20][NH:19][C:18](=[O:21])[N:17]([C:22]3[C:27]([F:28])=[CH:26][CH:25]=[CH:24][C:23]=3[F:29])[C:16]=2[N:30]=1)[CH3:6].[C:46]([OH:53])(=[O:52])/[CH:47]=[CH:48]/[C:49]([OH:51])=[O:50]. The catalyst is O. The product is [C:46]([OH:53])(=[O:52])/[CH:47]=[CH:48]/[C:49]([OH:51])=[O:50].[CH2:44]([N:7]([CH2:5][CH3:6])[CH2:8][CH2:9][CH2:10][NH:11][C:12]1[N:13]=[C:14]([C:31]2[CH:32]=[C:33]([CH:40]=[CH:41][C:42]=2[CH3:43])[C:34]([NH:36][CH2:37][CH2:38][CH3:39])=[O:35])[C:15]2[CH2:20][NH:19][C:18](=[O:21])[N:17]([C:22]3[C:23]([F:29])=[CH:24][CH:25]=[CH:26][C:27]=3[F:28])[C:16]=2[N:30]=1)[CH3:45]. The yield is 0.854. (2) The reactants are FC(F)(F)S(O[C@H:7]([C:12]1[CH:17]=[CH:16][C:15]([Cl:18])=[C:14]([Cl:19])[CH:13]=1)[C:8]([F:11])([F:10])[F:9])(=O)=O.C([O-])([O-])=O.[K+].[K+].[CH3:28][O:29][C:30]1[CH:31]=[C:32]([CH2:38][NH2:39])[CH:33]=[CH:34][C:35]=1[O:36][CH3:37].O. The catalyst is C1CCCCC1. The product is [Cl:19][C:14]1[CH:13]=[C:12]([CH:7]([NH:39][CH2:38][C:32]2[CH:33]=[CH:34][C:35]([O:36][CH3:37])=[C:30]([O:29][CH3:28])[CH:31]=2)[C:8]([F:11])([F:10])[F:9])[CH:17]=[CH:16][C:15]=1[Cl:18]. The yield is 0.361. (3) The reactants are [CH2:1]([N:8]1[CH:12]=[C:11]([C:13]2[CH:18]=[C:17]([F:19])[CH:16]=[CH:15][C:14]=2[F:20])[N:10]=[C:9]1[C@H:21]([NH:28]C(=O)OC(C)(C)C)[CH:22]1[CH2:27][CH2:26][O:25][CH2:24][CH2:23]1)[C:2]1[CH:7]=[CH:6][CH:5]=[CH:4][CH:3]=1.FC(F)(F)C(O)=O. The catalyst is C(Cl)Cl. The product is [CH2:1]([N:8]1[CH:12]=[C:11]([C:13]2[CH:18]=[C:17]([F:19])[CH:16]=[CH:15][C:14]=2[F:20])[N:10]=[C:9]1[C@@H:21]([CH:22]1[CH2:27][CH2:26][O:25][CH2:24][CH2:23]1)[NH2:28])[C:2]1[CH:3]=[CH:4][CH:5]=[CH:6][CH:7]=1. The yield is 0.950. (4) The reactants are [CH:1]1([C:6]([OH:19])([C:17]#[CH:18])[CH2:7][C:8]2[O:13][C:12]([CH3:15])([CH3:14])[O:11][C:10](=[O:16])[CH:9]=2)[CH2:5][CH2:4][CH2:3][CH2:2]1.Br[C:21]1[S:22][CH:23]=[CH:24][N:25]=1.C(NC(C)C)(C)C. The catalyst is Cl[Pd](Cl)([P](C1C=CC=CC=1)(C1C=CC=CC=1)C1C=CC=CC=1)[P](C1C=CC=CC=1)(C1C=CC=CC=1)C1C=CC=CC=1.[Cu]I.CN(C=O)C. The product is [CH:1]1([C:6]([OH:19])([C:17]#[C:18][C:21]2[S:22][CH:23]=[CH:24][N:25]=2)[CH2:7][C:8]2[O:13][C:12]([CH3:15])([CH3:14])[O:11][C:10](=[O:16])[CH:9]=2)[CH2:5][CH2:4][CH2:3][CH2:2]1. The yield is 0.810. (5) The reactants are [Cl-].[Al+3].[Cl-].[Cl-].[Br:5][C:6]1[S:7][CH:8]=[C:9]([Br:11])[CH:10]=1.Cl[C:13](=[O:19])[C:14]([O:16][CH2:17][CH3:18])=[O:15]. The yield is 1.00. The catalyst is ClCCl. The product is [Br:11][C:9]1[CH:10]=[C:6]([Br:5])[S:7][C:8]=1[C:13](=[O:19])[C:14]([O:16][CH2:17][CH3:18])=[O:15]. (6) The reactants are [CH2:1]([O:6][CH:7](O)[CH3:8])[CH2:2][CH2:3][CH2:4][CH3:5].CC(C)([O-:13])C.[K+].F[C:17]1[CH:25]=[CH:24][C:20]([C:21]([OH:23])=[O:22])=[CH:19][C:18]=1[C:26]([F:29])([F:28])[F:27]. The catalyst is C1COCC1. The product is [CH2:1]([O:6][CH2:7][CH2:8][O:13][C:17]1[CH:25]=[CH:24][C:20]([C:21]([OH:23])=[O:22])=[CH:19][C:18]=1[C:26]([F:29])([F:28])[F:27])[CH2:2][CH2:3][CH2:4][CH3:5]. The yield is 1.04.